From a dataset of NCI-60 drug combinations with 297,098 pairs across 59 cell lines. Regression. Given two drug SMILES strings and cell line genomic features, predict the synergy score measuring deviation from expected non-interaction effect. (1) Drug 1: COC1=NC(=NC2=C1N=CN2C3C(C(C(O3)CO)O)O)N. Drug 2: C1=CN(C=N1)CC(O)(P(=O)(O)O)P(=O)(O)O. Cell line: OVCAR3. Synergy scores: CSS=8.25, Synergy_ZIP=-3.86, Synergy_Bliss=-3.38, Synergy_Loewe=0.706, Synergy_HSA=-0.441. (2) Drug 1: CN(C)N=NC1=C(NC=N1)C(=O)N. Drug 2: CC1=C2C(C(=O)C3(C(CC4C(C3C(C(C2(C)C)(CC1OC(=O)C(C(C5=CC=CC=C5)NC(=O)OC(C)(C)C)O)O)OC(=O)C6=CC=CC=C6)(CO4)OC(=O)C)O)C)O. Cell line: SNB-19. Synergy scores: CSS=8.03, Synergy_ZIP=-6.68, Synergy_Bliss=-4.89, Synergy_Loewe=-37.8, Synergy_HSA=-6.29. (3) Synergy scores: CSS=7.33, Synergy_ZIP=-1.31, Synergy_Bliss=1.90, Synergy_Loewe=-4.12, Synergy_HSA=0.883. Drug 2: CC1=C(C=C(C=C1)C(=O)NC2=CC(=CC(=C2)C(F)(F)F)N3C=C(N=C3)C)NC4=NC=CC(=N4)C5=CN=CC=C5. Drug 1: C1=NC2=C(N1)C(=S)N=CN2. Cell line: MDA-MB-435. (4) Drug 1: CC1=C2C(C(=O)C3(C(CC4C(C3C(C(C2(C)C)(CC1OC(=O)C(C(C5=CC=CC=C5)NC(=O)OC(C)(C)C)O)O)OC(=O)C6=CC=CC=C6)(CO4)OC(=O)C)OC)C)OC. Drug 2: CN1C(=O)N2C=NC(=C2N=N1)C(=O)N. Cell line: SK-OV-3. Synergy scores: CSS=31.5, Synergy_ZIP=2.24, Synergy_Bliss=0.441, Synergy_Loewe=-30.5, Synergy_HSA=-0.679. (5) Drug 1: CC(CN1CC(=O)NC(=O)C1)N2CC(=O)NC(=O)C2. Drug 2: C1=CC=C(C(=C1)C(C2=CC=C(C=C2)Cl)C(Cl)Cl)Cl. Cell line: TK-10. Synergy scores: CSS=15.8, Synergy_ZIP=-0.0637, Synergy_Bliss=3.93, Synergy_Loewe=2.71, Synergy_HSA=4.79. (6) Drug 2: CCC(=C(C1=CC=CC=C1)C2=CC=C(C=C2)OCCN(C)C)C3=CC=CC=C3.C(C(=O)O)C(CC(=O)O)(C(=O)O)O. Cell line: HOP-62. Synergy scores: CSS=-5.07, Synergy_ZIP=3.26, Synergy_Bliss=2.88, Synergy_Loewe=-4.08, Synergy_HSA=-2.85. Drug 1: CC(C1=C(C=CC(=C1Cl)F)Cl)OC2=C(N=CC(=C2)C3=CN(N=C3)C4CCNCC4)N. (7) Drug 1: CCC1(CC2CC(C3=C(CCN(C2)C1)C4=CC=CC=C4N3)(C5=C(C=C6C(=C5)C78CCN9C7C(C=CC9)(C(C(C8N6C=O)(C(=O)OC)O)OC(=O)C)CC)OC)C(=O)OC)O.OS(=O)(=O)O. Drug 2: C1CC(C1)(C(=O)O)C(=O)O.[NH2-].[NH2-].[Pt+2]. Cell line: UACC62. Synergy scores: CSS=19.8, Synergy_ZIP=-3.82, Synergy_Bliss=-0.0778, Synergy_Loewe=0.718, Synergy_HSA=0.819.